From a dataset of Catalyst prediction with 721,799 reactions and 888 catalyst types from USPTO. Predict which catalyst facilitates the given reaction. (1) Reactant: [F:1][C:2]1[CH:7]=[C:6]([S:8]([CH3:11])(=[O:10])=[O:9])[CH:5]=[CH:4][C:3]=1[C:12]1[CH:13]=[C:14]2[C:18](=[CH:19][CH:20]=1)[N:17]([CH:21]1[CH2:26][CH2:25][NH:24][CH2:23][CH2:22]1)[CH:16]=[CH:15]2.CCN(C(C)C)C(C)C.Cl[C:37]1[N:42]=[CH:41][C:40]([CH2:43][CH3:44])=[CH:39][N:38]=1. Product: [CH2:43]([C:40]1[CH:39]=[N:38][C:37]([N:24]2[CH2:23][CH2:22][CH:21]([N:17]3[C:18]4[C:14](=[CH:13][C:12]([C:3]5[CH:4]=[CH:5][C:6]([S:8]([CH3:11])(=[O:9])=[O:10])=[CH:7][C:2]=5[F:1])=[CH:20][CH:19]=4)[CH:15]=[CH:16]3)[CH2:26][CH2:25]2)=[N:42][CH:41]=1)[CH3:44]. The catalyst class is: 144. (2) Reactant: [C:1](Cl)(=[O:3])[CH3:2].[F:5][C:6]1[CH:7]=[C:8]([NH2:13])[CH:9]=[CH:10][C:11]=1[F:12]. Product: [F:5][C:6]1[CH:7]=[C:8]([NH:13][C:1](=[O:3])[CH3:2])[CH:9]=[CH:10][C:11]=1[F:12]. The catalyst class is: 17. (3) Reactant: [NH:1]1[C:5]2=[N+:6]([O-])[CH:7]=[CH:8][CH:9]=[C:4]2[CH:3]=[CH:2]1.S(OC)(OC)(=O)=O.[NH3:18]. Product: [NH:1]1[C:5]2=[N:6][C:7]([NH2:18])=[CH:8][CH:9]=[C:4]2[CH:3]=[CH:2]1. The catalyst class is: 382. (4) Reactant: [F:1][C:2]1[CH:3]=[CH:4][CH2:5][CH:6]2[C:11]([CH3:13])([CH3:12])[O:10][C:9](=[O:14])[NH:8][C:7]=12.[Br:15]Br. Product: [Br:15][C:4]1[CH2:5][CH:6]2[C:11]([CH3:12])([CH3:13])[O:10][C:9](=[O:14])[NH:8][C:7]2=[C:2]([F:1])[CH:3]=1. The catalyst class is: 15. (5) Reactant: [NH2:1][C@H:2]([C:7]([C:9](OCC1C=CC=CC=1)=O)=O)[CH2:3][CH2:4]SC.I.[C:20](SC)(=[NH:22])[CH3:21].C([N:28](CC)C(C)C)(C)C.O=C1C(=O)CC[N:37]([C:42]([O:44][C:45]([CH3:48])([CH3:47])[CH3:46])=[O:43])C1. Product: [CH3:21][C:20]1[N:22]=[N:28][C:7]2[CH2:9][N:37]([C:42]([O:44][C:45]([CH3:48])([CH3:47])[CH3:46])=[O:43])[CH2:4][CH2:3][C:2]=2[N:1]=1. The catalyst class is: 8. (6) Reactant: [CH:1]([S:4]([N:7]1[C:11]2[CH:12]=[C:13]([C:16]3[N:17]=[C:18]([C:27]4[CH:32]=[CH:31][C:30]([N+:33]([O-])=O)=[CH:29][CH:28]=4)[NH:19][C:20]=3[C:21]3[CH:26]=[CH:25][CH:24]=[CH:23][CH:22]=3)[CH:14]=[CH:15][C:10]=2[N:9]=[C:8]1[NH2:36])(=[O:6])=[O:5])([CH3:3])[CH3:2].[H][H]. Product: [CH:1]([S:4]([N:7]1[C:11]2[CH:12]=[C:13]([C:16]3[N:17]=[C:18]([C:27]4[CH:28]=[CH:29][C:30]([NH2:33])=[CH:31][CH:32]=4)[NH:19][C:20]=3[C:21]3[CH:26]=[CH:25][CH:24]=[CH:23][CH:22]=3)[CH:14]=[CH:15][C:10]=2[N:9]=[C:8]1[NH2:36])(=[O:5])=[O:6])([CH3:3])[CH3:2]. The catalyst class is: 43. (7) Reactant: Br[CH:2]([CH3:4])[CH3:3].[CH:5]1[C:14]2[C:9](=[CH:10][CH:11]=[CH:12][CH:13]=2)[CH:8]=[CH:7][C:6]=1[SH:15].C(=O)([O-])[O-].[K+].[K+]. Product: [CH:2]([S:15][C:6]1[CH:7]=[CH:8][C:9]2[C:14](=[CH:13][CH:12]=[CH:11][CH:10]=2)[CH:5]=1)([CH3:4])[CH3:3]. The catalyst class is: 3. (8) Reactant: [CH3:1][C:2]1[CH:7]=[C:6]([CH:8]([OH:15])[CH2:9][CH2:10][CH2:11][CH2:12][CH2:13][CH3:14])[CH:5]=[CH:4][C:3]=1[C:16]1[CH:21]=[CH:20][C:19]([C:22]([F:25])([F:24])[F:23])=[CH:18][CH:17]=1.[CH2:26]([O:28][C:29](=[O:43])[CH2:30][CH2:31][NH:32][C:33](=[O:42])[C:34]1[CH:39]=[CH:38][C:37](O)=[C:36]([F:41])[CH:35]=1)[CH3:27].C(P(CCCC)CCCC)CCC.C(OCC)(=O)C. Product: [CH2:26]([O:28][C:29](=[O:43])[CH2:30][CH2:31][NH:32][C:33](=[O:42])[C:34]1[CH:39]=[CH:38][C:37]([O:15][CH:8]([C:6]2[CH:5]=[CH:4][C:3]([C:16]3[CH:17]=[CH:18][C:19]([C:22]([F:23])([F:24])[F:25])=[CH:20][CH:21]=3)=[C:2]([CH3:1])[CH:7]=2)[CH2:9][CH2:10][CH2:11][CH2:12][CH2:13][CH3:14])=[C:36]([F:41])[CH:35]=1)[CH3:27]. The catalyst class is: 11. (9) Reactant: [C:1]([C:5]1[CH:6]=[C:7]([N+:15]([O-:17])=[O:16])[C:8]([O:13][CH3:14])=[C:9]([CH2:11][OH:12])[CH:10]=1)([CH3:4])([CH3:3])[CH3:2].C(N(CC)CC)C.[CH3:25][S:26](Cl)(=[O:28])=[O:27]. Product: [CH3:25][S:26]([O:12][CH2:11][C:9]1[CH:10]=[C:5]([C:1]([CH3:4])([CH3:2])[CH3:3])[CH:6]=[C:7]([N+:15]([O-:17])=[O:16])[C:8]=1[O:13][CH3:14])(=[O:28])=[O:27]. The catalyst class is: 4. (10) Reactant: [F:1][C:2]([F:11])([F:10])[C:3]1[CH:9]=[CH:8][C:6]([NH2:7])=[CH:5][CH:4]=1.S([O-])([O-])(=O)=O.[Na+].[Na+].[Br:19][CH:20]=[CH:21][O:22][CH2:23][CH3:24].O.[C:26]1([CH3:36])[CH:31]=[CH:30]C(S(O)(=O)=O)=CC=1.[C:37]([O:40]CC)(=[O:39])[CH3:38]. Product: [CH2:30]([O:40][C:37]([CH:38]1[CH:20]([Br:19])[CH:21]([O:22][CH2:23][CH3:24])[C:8]2[C:6](=[CH:5][CH:4]=[C:3]([C:2]([F:10])([F:11])[F:1])[CH:9]=2)[NH:7]1)=[O:39])[CH2:31][CH2:26][CH3:36]. The catalyst class is: 4.